This data is from Catalyst prediction with 721,799 reactions and 888 catalyst types from USPTO. The task is: Predict which catalyst facilitates the given reaction. (1) The catalyst class is: 3. Product: [CH:1]([C:8]1[CH:13]=[CH:12][C:11]([CH:14]2[CH2:18][CH2:17][CH2:16][N:15]2[C:19]([O:21][CH2:22][C:23]2[CH:28]=[CH:27][CH:26]=[CH:25][CH:24]=2)=[O:20])=[CH:10][CH:9]=1)=[O:2]. Reactant: [CH:1]([O-])=[O:2].[Na+].[C]=O.Br[C:8]1[CH:13]=[CH:12][C:11]([CH:14]2[CH2:18][CH2:17][CH2:16][N:15]2[C:19]([O:21][CH2:22][C:23]2[CH:28]=[CH:27][CH:26]=[CH:25][CH:24]=2)=[O:20])=[CH:10][CH:9]=1. (2) Reactant: C(N1C=CN=C1)(N1C=CN=C1)=O.N[C:14]1[S:15][C:16](Cl)=[C:17]([C:19]2C=CC(NS(C)(=O)=O)=CC=2)N=1.[Cl:31][C:32]1[S:36][C:35]([NH:37][C:38](=[O:59])[N:39]([CH2:44][CH2:45][CH:46]([C:53]2[CH:58]=[CH:57][CH:56]=[CH:55][CH:54]=2)[C:47]2[CH:52]=[CH:51][CH:50]=[CH:49][CH:48]=2)CCSC)=[N:34][C:33]=1[C:60]1[CH:65]=[CH:64][C:63]([NH:66][S:67]([CH3:70])(=[O:69])=[O:68])=[CH:62][CH:61]=1. Product: [Cl:31][C:32]1[S:36][C:35]([NH:37][C:38](=[O:59])[N:39]([CH2:44][CH2:45][CH:46]([C:53]2[CH:54]=[CH:55][CH:56]=[CH:57][CH:58]=2)[C:47]2[CH:52]=[CH:51][CH:50]=[CH:49][CH:48]=2)[CH2:19][CH2:17][CH2:16][S:15][CH3:14])=[N:34][C:33]=1[C:60]1[CH:61]=[CH:62][C:63]([NH:66][S:67]([CH3:70])(=[O:68])=[O:69])=[CH:64][CH:65]=1. The catalyst class is: 59. (3) Reactant: [CH2:1]([O:8][CH2:9][C@@H:10]([NH:36][C:37](=[O:49])[C:38]([NH:41]C(=O)OC(C)(C)C)([CH3:40])[CH3:39])[C:11]([N:13]1[CH2:35][CH2:34][CH2:33][C:15]2([C:19](=[O:20])[N:18]([CH2:21][C:22]([N:24]([CH3:26])[CH3:25])=[O:23])[CH2:17][CH:16]2[C:27]2[CH:32]=[CH:31][CH:30]=[CH:29][CH:28]=2)[CH2:14]1)=[O:12])[C:2]1[CH:7]=[CH:6][CH:5]=[CH:4][CH:3]=1.FC(F)(F)C(O)=O. Product: [NH2:41][C:38]([CH3:40])([CH3:39])[C:37]([NH:36][C@H:10]([CH2:9][O:8][CH2:1][C:2]1[CH:7]=[CH:6][CH:5]=[CH:4][CH:3]=1)[C:11]([N:13]1[CH2:35][CH2:34][CH2:33][C:15]2([C:19](=[O:20])[N:18]([CH2:21][C:22]([N:24]([CH3:26])[CH3:25])=[O:23])[CH2:17][CH:16]2[C:27]2[CH:28]=[CH:29][CH:30]=[CH:31][CH:32]=2)[CH2:14]1)=[O:12])=[O:49]. The catalyst class is: 4. (4) Reactant: [N:1]([CH2:4][CH:5]1[O:9][C:8]([CH3:11])([CH3:10])[CH2:7][CH2:6]1)=[N+]=[N-].C1(P(C2C=CC=CC=2)C2C=CC=CC=2)C=CC=CC=1.O. Product: [CH3:10][C:8]1([CH3:11])[O:9][CH:5]([CH2:4][NH2:1])[CH2:6][CH2:7]1. The catalyst class is: 1. (5) Reactant: [NH2:1][C:2]1[S:6][C:5]2[CH:7]=[CH:8][CH:9]=[CH:10][C:4]=2[C:3]=1[C:11]([OH:13])=O.[NH:14]1[CH2:19][CH2:18][C:17](=[O:20])[CH2:16][CH2:15]1.C(Cl)CCl.C1C=CC2N(O)N=NC=2C=1.CCN(CC)CC. Product: [NH2:1][C:2]1[S:6][C:5]2[CH:7]=[CH:8][CH:9]=[CH:10][C:4]=2[C:3]=1[C:11]([N:14]1[CH2:19][CH2:18][C:17](=[O:20])[CH2:16][CH2:15]1)=[O:13]. The catalyst class is: 3. (6) Reactant: [C:1]([N:4]1[C:13]2[C:8](=[CH:9][C:10](Br)=[CH:11][CH:12]=2)[C@H:7]([NH:15][C:16](=[O:25])[O:17][CH2:18][C:19]2[CH:24]=[CH:23][CH:22]=[CH:21][CH:20]=2)[C@@H:6]([CH3:26])[C@@H:5]1[CH:27]1[CH2:29][CH2:28]1)(=[O:3])[CH3:2].[CH2:30]([N:37]1[CH:41]=[C:40](B2OC(C)(C)C(C)(C)O2)[CH:39]=[N:38]1)[C:31]1[CH:36]=[CH:35][CH:34]=[CH:33][CH:32]=1.C(=O)([O-])[O-].[Cs+].[Cs+].O. Product: [C:1]([N:4]1[C:13]2[C:8](=[CH:9][C:10]([C:40]3[CH:39]=[N:38][N:37]([CH2:30][C:31]4[CH:36]=[CH:35][CH:34]=[CH:33][CH:32]=4)[CH:41]=3)=[CH:11][CH:12]=2)[C@H:7]([NH:15][C:16](=[O:25])[O:17][CH2:18][C:19]2[CH:24]=[CH:23][CH:22]=[CH:21][CH:20]=2)[C@@H:6]([CH3:26])[C@@H:5]1[CH:27]1[CH2:29][CH2:28]1)(=[O:3])[CH3:2]. The catalyst class is: 77. (7) Reactant: F[C:2]1[CH:11]=[CH:10][C:5]([C:6]([O:8][CH3:9])=[O:7])=[CH:4][C:3]=1[N+:12]([O-:14])=[O:13].[F:15][C:16]1[CH:21]=[CH:20][C:19]([CH:22]([C:29]2[CH:34]=[CH:33][C:32]([F:35])=[CH:31][CH:30]=2)[N:23]2[CH2:28][CH2:27][NH:26][CH2:25][CH2:24]2)=[CH:18][CH:17]=1.C(=O)([O-])[O-].[K+].[K+]. Product: [CH3:9][O:8][C:6](=[O:7])[C:5]1[CH:10]=[CH:11][C:2]([N:26]2[CH2:25][CH2:24][N:23]([CH:22]([C:29]3[CH:34]=[CH:33][C:32]([F:35])=[CH:31][CH:30]=3)[C:19]3[CH:18]=[CH:17][C:16]([F:15])=[CH:21][CH:20]=3)[CH2:28][CH2:27]2)=[C:3]([N+:12]([O-:14])=[O:13])[CH:4]=1. The catalyst class is: 42. (8) Reactant: O[CH2:2][CH2:3][N:4]1[C:9](=[O:10])[C:8]([N:11]2[CH:15]=[C:14]([CH3:16])[N:13]=[CH:12]2)=[CH:7][CH:6]=[C:5]1[C:17]([NH:19][CH:20]([C:22]1[C:30]2[C:25](=[CH:26][CH:27]=[C:28]([C:31]([F:34])([F:33])[F:32])[CH:29]=2)[N:24]([CH3:35])[CH:23]=1)[CH3:21])=[O:18].C(N(CC)CC)C.CS(Cl)(=O)=O.N1CCCN2CCCN=C12.[OH-].[Na+]. Product: [CH3:16][C:14]1[N:13]=[CH:12][N:11]([C:8]2[C:9](=[O:10])[N:4]3[CH2:3][CH2:2][N:19]([CH:20]([C:22]4[C:30]5[C:25](=[CH:26][CH:27]=[C:28]([C:31]([F:32])([F:34])[F:33])[CH:29]=5)[N:24]([CH3:35])[CH:23]=4)[CH3:21])[C:17](=[O:18])[C:5]3=[CH:6][CH:7]=2)[CH:15]=1. The catalyst class is: 4. (9) Reactant: [N:1]1([CH2:7][CH2:8][NH2:9])[CH2:6][CH2:5][O:4][CH2:3][CH2:2]1.[S:10]([C:13]1[CH:31]=[CH:30][C:16]2[N:17]=[C:18]([NH:20][C:21](=O)[O:22]C3C=CC=CC=3)[S:19][C:15]=2[CH:14]=1)[C:11]#[N:12]. Product: [N:1]1([CH2:7][CH2:8][NH:9][C:21]([NH:20][C:18]2[S:19][C:15]3[CH:14]=[C:13]([S:10][C:11]#[N:12])[CH:31]=[CH:30][C:16]=3[N:17]=2)=[O:22])[CH2:6][CH2:5][O:4][CH2:3][CH2:2]1. The catalyst class is: 7. (10) Reactant: [C:1]([O:5][C:6]([N:8]1[CH2:13][CH2:12][N:11]([C:14]2[N:22]([CH2:23][CH:24]=[C:25]([CH3:27])[CH3:26])[C:21]3[C:20](=[O:28])[N:19]([CH2:29][O:30][C:31](=[O:36])[C:32]([CH3:35])([CH3:34])[CH3:33])[C:18](=[O:37])[NH:17][C:16]=3[N:15]=2)[CH2:10][CH2:9]1)=[O:7])([CH3:4])([CH3:3])[CH3:2].C(=O)([O-])[O-].[K+].[K+].Br[CH2:45][C:46]([O:48][CH2:49][CH3:50])=[O:47]. Product: [C:1]([O:5][C:6]([N:8]1[CH2:13][CH2:12][N:11]([C:14]2[N:22]([CH2:23][CH:24]=[C:25]([CH3:26])[CH3:27])[C:21]3[C:20](=[O:28])[N:19]([CH2:29][O:30][C:31](=[O:36])[C:32]([CH3:35])([CH3:34])[CH3:33])[C:18](=[O:37])[N:17]([CH2:45][C:46]([O:48][CH2:49][CH3:50])=[O:47])[C:16]=3[N:15]=2)[CH2:10][CH2:9]1)=[O:7])([CH3:2])([CH3:3])[CH3:4]. The catalyst class is: 42.